Dataset: Full USPTO retrosynthesis dataset with 1.9M reactions from patents (1976-2016). Task: Predict the reactants needed to synthesize the given product. (1) The reactants are: [NH2:1][C:2]1[O:6][N:5]=[C:4]([C:7]2[CH:12]=[CH:11][CH:10]=[C:9]([O:13][C:14]([F:17])([F:16])[F:15])[CH:8]=2)[C:3]=1[C:18]([O:20]C)=[O:19].[OH-].[Na+]. Given the product [NH2:1][C:2]1[O:6][N:5]=[C:4]([C:7]2[CH:12]=[CH:11][CH:10]=[C:9]([O:13][C:14]([F:16])([F:17])[F:15])[CH:8]=2)[C:3]=1[C:18]([OH:20])=[O:19], predict the reactants needed to synthesize it. (2) Given the product [CH3:50][C:44]1[CH:45]=[C:46]([CH3:49])[CH:47]=[CH:48][C:43]=1[N:38]([CH2:39][CH:40]([CH3:42])[CH3:41])[S:35]([C:31]1[CH:32]=[C:33]([F:34])[C:28]([CH:2]=[CH2:3])=[C:29]([F:51])[CH:30]=1)(=[O:37])=[O:36], predict the reactants needed to synthesize it. The reactants are: [B-](F)(F)(F)[CH:2]=[CH2:3].[K+].C1(P(C2C=CC=CC=2)C2C=CC=CC=2)C=CC=CC=1.Br[C:28]1[C:33]([F:34])=[CH:32][C:31]([S:35]([N:38]([C:43]2[CH:48]=[CH:47][C:46]([CH3:49])=[CH:45][C:44]=2[CH3:50])[CH2:39][CH:40]([CH3:42])[CH3:41])(=[O:37])=[O:36])=[CH:30][C:29]=1[F:51].C(=O)([O-])[O-].[Cs+].[Cs+]. (3) Given the product [Cl:1][C:2]1[CH:41]=[CH:40][C:5]([CH2:6][NH:7][C:8]([C:10]2[C:11](=[O:39])[C:12]3[CH:26]=[C:25]([CH2:27][N:28]([CH2:30][C@@H:31]([OH:38])[C:32]4[CH:37]=[CH:36][CH:35]=[CH:34][CH:33]=4)[CH3:29])[S:24][C:13]=3[N:14]([CH2:16][CH:17]([OH:18])[CH2:21][OH:20])[CH:15]=2)=[O:9])=[CH:4][CH:3]=1, predict the reactants needed to synthesize it. The reactants are: [Cl:1][C:2]1[CH:41]=[CH:40][C:5]([CH2:6][NH:7][C:8]([C:10]2[C:11](=[O:39])[C:12]3[CH:26]=[C:25]([CH2:27][N:28]([CH2:30][C@@H:31]([OH:38])[C:32]4[CH:37]=[CH:36][CH:35]=[CH:34][CH:33]=4)[CH3:29])[S:24][C:13]=3[N:14]([CH2:16][CH:17]3[CH2:21][O:20]C(C)(C)[O:18]3)[CH:15]=2)=[O:9])=[CH:4][CH:3]=1.Cl(O)(=O)(=O)=O.C([O-])(O)=O.[Na+]. (4) Given the product [Br:7][C:8]1[CH:13]=[C:12]([CH3:14])[C:11]([NH:15][C:16]2[N:21]=[C:20]([N:1]3[CH2:6][CH2:5][O:4][CH2:3][CH2:2]3)[N:19]=[C:18]([NH:23][C:24]3[CH:25]=[CH:26][C:27]([C:28]#[N:29])=[CH:30][CH:31]=3)[N:17]=2)=[C:10]([CH3:32])[CH:9]=1, predict the reactants needed to synthesize it. The reactants are: [NH:1]1[CH2:6][CH2:5][O:4][CH2:3][CH2:2]1.[Br:7][C:8]1[CH:13]=[C:12]([CH3:14])[C:11]([NH:15][C:16]2[N:21]=[C:20](Cl)[N:19]=[C:18]([NH:23][C:24]3[CH:31]=[CH:30][C:27]([C:28]#[N:29])=[CH:26][CH:25]=3)[N:17]=2)=[C:10]([CH3:32])[CH:9]=1. (5) Given the product [CH2:8]([C:10]([C:13]1[CH:18]=[CH:17][C:16]([C:19]#[C:20][C:21]([C:22]([F:25])([F:23])[F:24])([OH:30])[C:26]([F:28])([F:27])[F:29])=[C:15]([CH3:34])[CH:14]=1)([C:35]1[CH:40]=[CH:39][C:38]([B:41]2[O:45][C:44]([CH3:46])([CH3:47])[C:43]([CH3:48])([CH3:49])[O:42]2)=[C:37]([CH3:50])[CH:36]=1)[CH2:11][CH3:12])[CH3:9], predict the reactants needed to synthesize it. The reactants are: FC(F)(F)C(O)=O.[CH2:8]([C:10]([C:35]1[CH:40]=[CH:39][C:38]([B:41]2[O:45][C:44]([CH3:47])([CH3:46])[C:43]([CH3:49])([CH3:48])[O:42]2)=[C:37]([CH3:50])[CH:36]=1)([C:13]1[CH:18]=[CH:17][C:16]([C:19]#[C:20][C:21]([O:30]COC)([C:26]([F:29])([F:28])[F:27])[C:22]([F:25])([F:24])[F:23])=[C:15]([CH3:34])[CH:14]=1)[CH2:11][CH3:12])[CH3:9]. (6) Given the product [CH3:2][O:3][C:4]([C:6]1[C:7]2[C:8]([CH2:15][C:32]([CH3:34])([N+:29]([O-:31])=[O:30])[CH3:33])=[CH:9][NH:10][C:11]=2[CH:12]=[CH:13][CH:14]=1)=[O:5], predict the reactants needed to synthesize it. The reactants are: I.[CH3:2][O:3][C:4]([C:6]1[C:7]2[C:8]([CH2:15]N(C)C)=[CH:9][NH:10][C:11]=2[CH:12]=[CH:13][CH:14]=1)=[O:5].S(OC)(OC)(=O)=O.C[O-].[Na+].[N+:29]([CH:32]([CH3:34])[CH3:33])([O-:31])=[O:30]. (7) The reactants are: C([O:3][C:4]([C:6]1[CH:10]=[CH:9][N:8]([C:11]2[CH:16]=[CH:15][CH:14]=[C:13]([NH:17][C:18]3[CH:23]=[CH:22][C:21]([Cl:24])=[CH:20][CH:19]=3)[N:12]=2)[N:7]=1)=[O:5])C. Given the product [Cl:24][C:21]1[CH:22]=[CH:23][C:18]([NH:17][C:13]2[N:12]=[C:11]([N:8]3[CH:9]=[CH:10][C:6]([C:4]([OH:5])=[O:3])=[N:7]3)[CH:16]=[CH:15][CH:14]=2)=[CH:19][CH:20]=1, predict the reactants needed to synthesize it. (8) Given the product [CH:2]1([CH2:5][CH2:6][N:7]2[C:34](=[O:35])[CH2:33][C:32](=[O:37])[N:17]([C:20]3[CH:25]=[CH:24][C:23]([C:26]4[N:27]=[C:28]([CH3:31])[S:29][CH:30]=4)=[CH:22][CH:21]=3)[C:18]2=[O:19])[CH2:4][CH2:3]1, predict the reactants needed to synthesize it. The reactants are: Cl.[CH:2]1([CH2:5][CH2:6][NH2:7])[CH2:4][CH2:3]1.C(N(C(C)C)CC)(C)C.[N:17]([C:20]1[CH:25]=[CH:24][C:23]([C:26]2[N:27]=[C:28]([CH3:31])[S:29][CH:30]=2)=[CH:22][CH:21]=1)=[C:18]=[O:19].[C:32](Cl)(=[O:37])[CH2:33][C:34](Cl)=[O:35]. (9) Given the product [Br:22][C:23]1[C:24]([N:17]2[C:13]([CH3:12])=[CH:14][C:15]([C:18]([F:21])([F:20])[F:19])=[N:16]2)=[N:25][C:26]([NH:29][C:30]2[CH:35]=[C:34]([S:36]([CH3:39])(=[O:38])=[O:37])[CH:33]=[C:32]([O:40][CH3:41])[CH:31]=2)=[N:27][CH:28]=1, predict the reactants needed to synthesize it. The reactants are: [H-].[Na+].FC(F)(F)C1C=CNN=1.[CH3:12][C:13]1[NH:17][N:16]=[C:15]([C:18]([F:21])([F:20])[F:19])[CH:14]=1.[Br:22][C:23]1[C:24](S(C)(=O)=O)=[N:25][C:26]([NH:29][C:30]2[CH:35]=[C:34]([S:36]([CH3:39])(=[O:38])=[O:37])[CH:33]=[C:32]([O:40][CH3:41])[CH:31]=2)=[N:27][CH:28]=1.